From a dataset of Cav3 T-type calcium channel HTS with 100,875 compounds. Binary Classification. Given a drug SMILES string, predict its activity (active/inactive) in a high-throughput screening assay against a specified biological target. The molecule is O1C(CCC1)CNc1oc(nc1C#N)Cc1c2c(ccc1)cccc2. The result is 0 (inactive).